From a dataset of Forward reaction prediction with 1.9M reactions from USPTO patents (1976-2016). Predict the product of the given reaction. Given the reactants [NH2:1][C:2]1[N:7]=[CH:6][N:5]=[C:4]2[N:8]([C@@H:27]3[CH2:31][CH2:30][N:29](C(OC(C)(C)C)=O)[CH2:28]3)[N:9]=[C:10]([C:11]3[CH:16]=[CH:15][C:14]([C:17](=[O:26])[NH:18][C:19]4[CH:24]=[C:23]([CH3:25])[CH:22]=[CH:21][N:20]=4)=[CH:13][CH:12]=3)[C:3]=12.[ClH:39].O1CCOCC1, predict the reaction product. The product is: [ClH:39].[NH2:1][C:2]1[N:7]=[CH:6][N:5]=[C:4]2[N:8]([C@@H:27]3[CH2:31][CH2:30][NH:29][CH2:28]3)[N:9]=[C:10]([C:11]3[CH:12]=[CH:13][C:14]([C:17]([NH:18][C:19]4[CH:24]=[C:23]([CH3:25])[CH:22]=[CH:21][N:20]=4)=[O:26])=[CH:15][CH:16]=3)[C:3]=12.